Predict which catalyst facilitates the given reaction. From a dataset of Catalyst prediction with 721,799 reactions and 888 catalyst types from USPTO. Reactant: Br[C:2]1[C:3]([O:25][CH3:26])=[N:4][C:5]([N:22]([CH3:24])[CH3:23])=[N:6][C:7]=1[CH2:8][CH2:9][CH2:10][CH2:11][CH2:12][CH2:13][CH2:14][CH2:15][CH2:16][CH2:17][O:18][CH2:19][O:20][CH3:21].[Li]CCCC.C[O:33]B(OC)OC.OO.[OH-].[Na+].Cl. Product: [CH3:23][N:22]([CH3:24])[C:5]1[N:4]=[C:3]([O:25][CH3:26])[C:2]([OH:33])=[C:7]([CH2:8][CH2:9][CH2:10][CH2:11][CH2:12][CH2:13][CH2:14][CH2:15][CH2:16][CH2:17][O:18][CH2:19][O:20][CH3:21])[N:6]=1. The catalyst class is: 20.